From a dataset of Reaction yield outcomes from USPTO patents with 853,638 reactions. Predict the reaction yield, written as a fraction of the theoretical maximum amount of product (1.0 means a 100% yield; for example, 0.34 means a 34% yield). (1) The reactants are Cl.Cl[C:3]1[CH:12]=[C:11]([CH3:13])[C:10]2[C:5](=[CH:6][CH:7]=[C:8]([N:14]3[CH2:18][CH2:17][N:16]([C:19]4[CH:20]=[N:21][CH:22]=[CH:23][C:24]=4[CH3:25])[C:15]3=[O:26])[CH:9]=2)[N:4]=1.C([O-])(O)=[O:28].[Na+]. No catalyst specified. The product is [CH3:13][C:11]1[C:10]2[C:5](=[CH:6][CH:7]=[C:8]([N:14]3[CH2:18][CH2:17][N:16]([C:19]4[CH:20]=[N:21][CH:22]=[CH:23][C:24]=4[CH3:25])[C:15]3=[O:26])[CH:9]=2)[NH:4][C:3](=[O:28])[CH:12]=1. The yield is 0.808. (2) The reactants are [Cl:1][C:2]1[CH:7]=[C:6]([NH:8][C:9]2[N:14]=[C:13](Cl)[N:12]=[C:11]([NH:16][CH:17]3[CH2:23][CH2:22][CH2:21][CH2:20][CH2:19][CH2:18]3)[N:10]=2)[CH:5]=[CH:4][C:3]=1[OH:24].[CH3:25][N:26]1[CH2:31][CH2:30][CH:29]([NH:32][CH3:33])[CH2:28][CH2:27]1.[OH-].[Na+].O. The catalyst is C1COCC1. The product is [Cl:1][C:2]1[CH:7]=[C:6]([NH:8][C:9]2[N:10]=[C:11]([NH:16][CH:17]3[CH2:23][CH2:22][CH2:21][CH2:20][CH2:19][CH2:18]3)[N:12]=[C:13]([N:32]([CH3:33])[CH:29]3[CH2:30][CH2:31][N:26]([CH3:25])[CH2:27][CH2:28]3)[N:14]=2)[CH:5]=[CH:4][C:3]=1[OH:24]. The yield is 0.140. (3) The reactants are [NH2:1][C:2]1[C:3]2[N:4]([C:8]([C@@H:27]3[CH2:32][CH2:31][CH2:30][CH2:29][NH:28]3)=[N:9][C:10]=2[C:11]2[CH:25]=[CH:24][C:14]([C:15]([NH:17][C:18]3[CH:23]=[CH:22][CH:21]=[CH:20][N:19]=3)=[O:16])=[CH:13][C:12]=2[CH3:26])[CH:5]=[CH:6][N:7]=1.[C:33](O)(=[O:37])[C:34]#[C:35][CH3:36]. No catalyst specified. The product is [NH2:1][C:2]1[C:3]2[N:4]([C:8]([C@@H:27]3[CH2:32][CH2:31][CH2:30][CH2:29][N:28]3[C:33](=[O:37])[C:34]#[C:35][CH3:36])=[N:9][C:10]=2[C:11]2[CH:25]=[CH:24][C:14]([C:15]([NH:17][C:18]3[CH:23]=[CH:22][CH:21]=[CH:20][N:19]=3)=[O:16])=[CH:13][C:12]=2[CH3:26])[CH:5]=[CH:6][N:7]=1. The yield is 0.591. (4) The reactants are Br[C:2]1[C:10]2[C:5](=[N:6][CH:7]=[CH:8][CH:9]=2)[N:4]([S:11]([C:14]2[CH:19]=[CH:18][C:17]([CH3:20])=[CH:16][CH:15]=2)(=[O:13])=[O:12])[CH:3]=1.[Cl:21][C:22]1[CH:27]=[C:26](B(O)O)[CH:25]=[CH:24][N:23]=1.C(=O)([O-])[O-].[Na+].[Na+]. The catalyst is COCCOC.C(OCC)(=O)C.C1C=CC([P]([Pd]([P](C2C=CC=CC=2)(C2C=CC=CC=2)C2C=CC=CC=2)([P](C2C=CC=CC=2)(C2C=CC=CC=2)C2C=CC=CC=2)[P](C2C=CC=CC=2)(C2C=CC=CC=2)C2C=CC=CC=2)(C2C=CC=CC=2)C2C=CC=CC=2)=CC=1. The product is [Cl:21][C:22]1[CH:27]=[C:26]([C:2]2[C:10]3[C:5](=[N:6][CH:7]=[CH:8][CH:9]=3)[N:4]([S:11]([C:14]3[CH:19]=[CH:18][C:17]([CH3:20])=[CH:16][CH:15]=3)(=[O:13])=[O:12])[CH:3]=2)[CH:25]=[CH:24][N:23]=1. The yield is 0.680. (5) The reactants are [NH2:1][N:2]1[CH:6]=[CH:5][C:4]([Br:7])=[C:3]1[C:8]([O:10][CH3:11])=[O:9].[CH2:12]([O:19][C:20]([NH:22][C@@H:23]([CH3:27])[C:24](O)=[O:25])=[O:21])[C:13]1[CH:18]=[CH:17][CH:16]=[CH:15][CH:14]=1. No catalyst specified. The product is [CH2:12]([O:19][C:20]([NH:22][C@@H:23]([CH3:27])[C:24]([NH:1][N:2]1[CH:6]=[CH:5][C:4]([Br:7])=[C:3]1[C:8]([O:10][CH3:11])=[O:9])=[O:25])=[O:21])[C:13]1[CH:18]=[CH:17][CH:16]=[CH:15][CH:14]=1. The yield is 0.840.